Task: Predict the reactants needed to synthesize the given product.. Dataset: Full USPTO retrosynthesis dataset with 1.9M reactions from patents (1976-2016) (1) Given the product [CH3:1][C:2]1[C:3]([NH:9][C:10]([CH2:11][N:12]2[CH2:13][CH2:14][N:15]([CH2:26][CH:25]([OH:27])[CH2:24][O:23][C:22]3[CH:28]=[CH:29][CH:30]=[CH:31][C:21]=3[O:20][CH3:19])[CH2:16][CH2:17]2)=[O:18])=[C:4]([CH3:8])[CH:5]=[CH:6][CH:7]=1, predict the reactants needed to synthesize it. The reactants are: [CH3:1][C:2]1[CH:7]=[CH:6][CH:5]=[C:4]([CH3:8])[C:3]=1[NH:9][C:10](=[O:18])[CH2:11][N:12]1[CH2:17][CH2:16][NH:15][CH2:14][CH2:13]1.[CH3:19][O:20][C:21]1[CH:31]=[CH:30][CH:29]=[CH:28][C:22]=1[O:23][CH2:24][CH:25]1[O:27][CH2:26]1. (2) Given the product [Br:1][C:2]1[CH:10]=[CH:9][C:5]([C:6]([NH:12][CH3:11])=[O:7])=[CH:4][CH:3]=1, predict the reactants needed to synthesize it. The reactants are: [Br:1][C:2]1[CH:10]=[CH:9][C:5]([C:6](Cl)=[O:7])=[CH:4][CH:3]=1.[CH3:11][NH2:12]. (3) Given the product [Cl:6][C:7]1[CH:8]=[N:9][CH:10]=[CH:11][C:12]=1[CH:13]=[O:14], predict the reactants needed to synthesize it. The reactants are: [Li+].CCC[CH2-].[Cl:6][C:7]1[CH:8]=[N:9][CH:10]=[CH:11][CH:12]=1.[CH:13](OCC)=[O:14]. (4) The reactants are: [N+:1]([C:4]1[CH:11]=[C:10]([O:12][CH2:13][CH2:14][CH2:15][CH3:16])[C:9]([O:17][CH3:18])=[CH:8][C:5]=1[C:6]#[N:7])([O-])=O.C1CCCCC=1. Given the product [C:6]([C:5]1[CH:8]=[C:9]([O:17][CH3:18])[C:10]([O:12][CH2:13][CH2:14][CH2:15][CH3:16])=[CH:11][C:4]=1[NH2:1])#[N:7], predict the reactants needed to synthesize it.